Dataset: Forward reaction prediction with 1.9M reactions from USPTO patents (1976-2016). Task: Predict the product of the given reaction. (1) Given the reactants [CH3:1][N:2]1[C:6]([N:7]2[C:15]3[C:10](=[CH:11][CH:12]=[CH:13][CH:14]=3)[C:9]([C:16]([O:18]C)=[O:17])=[CH:8]2)=[CH:5][N:4]=[CH:3]1.C[Si](C)(C)[O-].[K+], predict the reaction product. The product is: [CH3:1][N:2]1[C:6]([N:7]2[C:15]3[C:10](=[CH:11][CH:12]=[CH:13][CH:14]=3)[C:9]([C:16]([OH:18])=[O:17])=[CH:8]2)=[CH:5][N:4]=[CH:3]1. (2) Given the reactants [C:1]([N:4]([C:8]1[C:13]([Cl:14])=[C:12]([O:15][C:16]2[CH:21]=[CH:20][C:19]([NH:22][C:23]([C:25]3[C:26](=[O:38])[N:27]([C:32]4[CH:37]=[CH:36][CH:35]=[CH:34][CH:33]=4)[N:28]([CH3:31])[C:29]=3[CH3:30])=[O:24])=[CH:18][C:17]=2[F:39])[CH:11]=[CH:10][N:9]=1)C(=O)C)(=[O:3])[CH3:2].C([O-])([O-])=O.[Na+].[Na+], predict the reaction product. The product is: [C:1]([NH:4][C:8]1[C:13]([Cl:14])=[C:12]([O:15][C:16]2[CH:21]=[CH:20][C:19]([NH:22][C:23]([C:25]3[C:26](=[O:38])[N:27]([C:32]4[CH:37]=[CH:36][CH:35]=[CH:34][CH:33]=4)[N:28]([CH3:31])[C:29]=3[CH3:30])=[O:24])=[CH:18][C:17]=2[F:39])[CH:11]=[CH:10][N:9]=1)(=[O:3])[CH3:2].